Dataset: Full USPTO retrosynthesis dataset with 1.9M reactions from patents (1976-2016). Task: Predict the reactants needed to synthesize the given product. (1) The reactants are: C(OC([N:8]1[CH2:13][CH2:12][CH:11]([CH2:14][CH2:15][CH2:16]O)[CH2:10][CH:9]1[C:18](=[O:35])[NH:19][CH:20]([CH:24]1[CH:29]([OH:30])[CH:28]([OH:31])[CH:27]([OH:32])[CH:26]([S:33][CH3:34])[O:25]1)[CH:21]([CH3:23])[CH3:22])=O)(C)(C)C.[CH2:36]([S-:38])[CH3:37].[Na+]. Given the product [CH3:22][CH:21]([CH3:23])[CH:20]([NH:19][C:18]([CH:9]1[CH2:10][CH:11]([CH2:14][CH2:15][CH2:16][S:38][CH2:36][CH3:37])[CH2:12][CH2:13][NH:8]1)=[O:35])[CH:24]1[CH:29]([OH:30])[CH:28]([OH:31])[CH:27]([OH:32])[CH:26]([S:33][CH3:34])[O:25]1, predict the reactants needed to synthesize it. (2) Given the product [C:21]([O:20][C:18]([NH:17][C:14]1[N:13]=[CH:12][C:11]([C:8]2[CH:9]=[C:10]3[C:2]([C:42]4[CH:43]=[CH:44][C:39]([C:37]([O:36][C:32]([CH3:35])([CH3:34])[CH3:33])=[O:38])=[CH:40][CH:41]=4)=[CH:3][N:4]([C:25]([O:27][C:28]([CH3:31])([CH3:30])[CH3:29])=[O:26])[C:5]3=[N:6][CH:7]=2)=[CH:16][CH:15]=1)=[O:19])([CH3:24])([CH3:23])[CH3:22], predict the reactants needed to synthesize it. The reactants are: Br[C:2]1[C:10]2[C:5](=[N:6][CH:7]=[C:8]([C:11]3[CH:12]=[N:13][C:14]([NH:17][C:18]([O:20][C:21]([CH3:24])([CH3:23])[CH3:22])=[O:19])=[CH:15][CH:16]=3)[CH:9]=2)[N:4]([C:25]([O:27][C:28]([CH3:31])([CH3:30])[CH3:29])=[O:26])[CH:3]=1.[C:32]([O:36][C:37]([C:39]1[CH:44]=[CH:43][C:42](B(O)O)=[CH:41][CH:40]=1)=[O:38])([CH3:35])([CH3:34])[CH3:33].C([O-])([O-])=O.[K+].[K+]. (3) Given the product [Br:1][C:2]1[CH:10]=[C:9]([F:11])[CH:8]=[CH:7][C:3]=1[C:4]([O:6][CH3:17])=[O:5], predict the reactants needed to synthesize it. The reactants are: [Br:1][C:2]1[CH:10]=[C:9]([F:11])[CH:8]=[CH:7][C:3]=1[C:4]([OH:6])=[O:5].S(=O)(=O)(O)O.[CH3:17]O. (4) The reactants are: [O:1]1[CH2:5][CH2:4][O:3][CH:2]1[C:6]1[CH:11]=[CH:10][C:9]([N:12]2[CH:16]=[C:15]([C:17]([OH:19])=O)[N:14]=[N:13]2)=[CH:8][CH:7]=1.[Cl:20][C:21]1[CH:22]=[C:23]([CH:25]=[CH:26][C:27]=1[O:28][CH:29]([CH3:31])[CH3:30])[NH2:24].CN(C(ON1N=NC2C=CC=NC1=2)=[N+](C)C)C.F[P-](F)(F)(F)(F)F.C(N(CC)C(C)C)(C)C. Given the product [O:3]1[CH2:4][CH2:5][O:1][CH:2]1[C:6]1[CH:7]=[CH:8][C:9]([N:12]2[CH:16]=[C:15]([C:17]([NH:24][C:23]3[CH:25]=[CH:26][C:27]([O:28][CH:29]([CH3:30])[CH3:31])=[C:21]([Cl:20])[CH:22]=3)=[O:19])[N:14]=[N:13]2)=[CH:10][CH:11]=1, predict the reactants needed to synthesize it.